Dataset: Reaction yield outcomes from USPTO patents with 853,638 reactions. Task: Predict the reaction yield, written as a fraction of the theoretical maximum amount of product (1.0 means a 100% yield; for example, 0.34 means a 34% yield). The reactants are [C:1]([O:5][C:6]([N:8]1[CH2:11][CH:10]([C:12]([OH:14])=O)[CH2:9]1)=[O:7])([CH3:4])([CH3:3])[CH3:2].C(C1NC=CN=1)(C1NC=CN=1)=O.[CH3:27][C:28]1[N:33]=[C:32]([C:34](=[N:36][NH2:37])[NH2:35])[CH:31]=[CH:30][CH:29]=1. The catalyst is ClCCl. The product is [NH2:35][C:34]([C:32]1[CH:31]=[CH:30][CH:29]=[C:28]([CH3:27])[N:33]=1)=[N:36][NH:37][C:12]([CH:10]1[CH2:9][N:8]([C:6]([O:5][C:1]([CH3:2])([CH3:3])[CH3:4])=[O:7])[CH2:11]1)=[O:14]. The yield is 0.813.